Task: Predict the reaction yield, written as a fraction of the theoretical maximum amount of product (1.0 means a 100% yield; for example, 0.34 means a 34% yield).. Dataset: Reaction yield outcomes from USPTO patents with 853,638 reactions (1) The reactants are C1([NH:7][C:8]([C:10]2[C:11](=[O:23])[N:12]([CH3:22])[C:13]3[C:18]([C:19]=2O)=[CH:17][C:16]([F:21])=[CH:15][CH:14]=3)=O)CCCCC1.P(Cl)(Cl)([Cl:26])=O. The product is [Cl:26][C:19]1[C:18]2[C:13](=[CH:14][CH:15]=[C:16]([F:21])[CH:17]=2)[N:12]([CH3:22])[C:11](=[O:23])[C:10]=1[C:8]#[N:7]. No catalyst specified. The yield is 0.560. (2) The reactants are [NH2:1][C:2]1[C:10]([O:11][CH3:12])=[C:9]2[C:5]([CH2:6][CH2:7][C:8]2=[CH:13][CH2:14][NH:15][C:16](=[O:18])[CH3:17])=[CH:4][CH:3]=1. The catalyst is CO.[C].[Pd]. The product is [NH2:1][C:2]1[C:10]([O:11][CH3:12])=[C:9]2[C:5]([CH2:6][CH2:7][CH:8]2[CH2:13][CH2:14][NH:15][C:16](=[O:18])[CH3:17])=[CH:4][CH:3]=1. The yield is 0.960. (3) The reactants are [NH2:1][C:2]1[N:10]=[C:9]2[C:5]([N:6]=[CH:7][N:8]2[C@H:11]2[C@H:16]3[C@H:17]([O:18][CH2:19][C:20]4[CH:25]=[CH:24][CH:23]=[CH:22][CH:21]=4)[C@@:13]([CH2:26][O:27]C(=O)C4C=CC=CC=4)([CH2:14][O:15]3)[O:12]2)=[C:4]([Cl:36])[N:3]=1.[OH-].[Na+].CC(O)=O. The catalyst is O1CCOCC1. The product is [NH2:1][C:2]1[N:10]=[C:9]2[C:5]([N:6]=[CH:7][N:8]2[C@H:11]2[C@H:16]3[C@H:17]([O:18][CH2:19][C:20]4[CH:25]=[CH:24][CH:23]=[CH:22][CH:21]=4)[C@:13]([CH2:26][OH:27])([CH2:14][O:15]3)[O:12]2)=[C:4]([Cl:36])[N:3]=1. The yield is 0.720. (4) The reactants are Cl.[Cl:2][C:3]1[CH:12]=[CH:11][C:10]2[CH2:9][NH:8][CH2:7][CH2:6][C:5]=2[N:4]=1.CCN(CC)CC.[CH3:20][O:21][C:22](Cl)=[O:23]. The catalyst is C(Cl)Cl. The product is [Cl:2][C:3]1[CH:12]=[CH:11][C:10]2[CH2:9][N:8]([C:22]([O:21][CH3:20])=[O:23])[CH2:7][CH2:6][C:5]=2[N:4]=1. The yield is 0.960. (5) The reactants are [O:1]=[C:2]([N:14]1[CH2:19][CH2:18][NH:17][CH2:16][CH2:15]1)[CH2:3][N:4]1[C:12](=[O:13])[C:11]2[C:6](=[N:7][CH:8]=[CH:9][CH:10]=2)[S:5]1.Cl[C:21]([O:23][C:24]1[CH:29]=[CH:28][C:27]([N+:30]([O-:32])=[O:31])=[CH:26][CH:25]=1)=[O:22]. The catalyst is CN(C1C=CN=CC=1)C.C(Cl)Cl. The product is [O:13]=[C:12]1[C:11]2[C:6](=[N:7][CH:8]=[CH:9][CH:10]=2)[S:5][N:4]1[CH2:3][C:2]([N:14]1[CH2:19][CH2:18][N:17]([C:21]([O:23][C:24]2[CH:25]=[CH:26][C:27]([N+:30]([O-:32])=[O:31])=[CH:28][CH:29]=2)=[O:22])[CH2:16][CH2:15]1)=[O:1]. The yield is 0.0400. (6) The reactants are [C:1]([O:8][CH3:9])(=[O:7])[CH2:2][CH2:3][C:4]([NH2:6])=O.P12(SP3(SP(SP(S3)(S1)=S)(=S)S2)=S)=[S:11]. The catalyst is C1COCC1. The product is [NH2:6][C:4](=[S:11])[CH2:3][CH2:2][C:1]([O:8][CH3:9])=[O:7]. The yield is 0.570.